Dataset: Full USPTO retrosynthesis dataset with 1.9M reactions from patents (1976-2016). Task: Predict the reactants needed to synthesize the given product. (1) Given the product [CH2:1]([O:8][N:9]1[C:10](=[O:24])[C@@H:11]([NH:16][C:17](=[O:23])[O:18][C:19]([CH3:22])([CH3:21])[CH3:20])[C:12]1([CH3:14])[CH3:13])[C:2]1[CH:7]=[CH:6][CH:5]=[CH:4][CH:3]=1, predict the reactants needed to synthesize it. The reactants are: [CH2:1]([O:8][NH:9][C:10](=[O:24])[C@@H:11]([NH:16][C:17](=[O:23])[O:18][C:19]([CH3:22])([CH3:21])[CH3:20])[C:12](O)([CH3:14])[CH3:13])[C:2]1[CH:7]=[CH:6][CH:5]=[CH:4][CH:3]=1. (2) Given the product [ClH:49].[CH3:35][N:3]([CH3:2])[C:4](=[O:34])[S:5][C:6]1[C:7]([O:31][CH2:32][CH3:33])=[CH:8][CH:9]=[C:10]2[C:15]=1[CH:14]=[N:13][CH:12]=[C:11]2[C:16](=[O:36])[C:17]1[CH:18]=[C:19]([O:29][CH3:30])[C:20]([O:25][CH2:26][CH2:27][CH3:28])=[C:21]([O:23][CH3:24])[CH:22]=1, predict the reactants needed to synthesize it. The reactants are: Cl.[CH3:2][N:3]([CH3:35])[C:4](=[O:34])[S:5][C:6]1[C:7]([O:31][CH2:32][CH3:33])=[CH:8][CH:9]=[C:10]2[C:15]=1[CH:14]=[N:13][CH:12]=[C:11]2[CH2:16][C:17]1[CH:22]=[C:21]([O:23][CH3:24])[C:20]([O:25][CH2:26][CH2:27][CH3:28])=[C:19]([O:29][CH3:30])[CH:18]=1.[OH:36]N1C(=O)C2=CC=CC=C2C1=O.[O-][Cl:49]=O.[Na+].Cl.CO.